From a dataset of Catalyst prediction with 721,799 reactions and 888 catalyst types from USPTO. Predict which catalyst facilitates the given reaction. (1) Reactant: [CH3:1][N:2]1[C:6]([C:7](=[N:19][O:20][CH2:21][C:22]2[N:27]=[C:26]([NH2:28])[CH:25]=[CH:24][N:23]=2)[C:8]2[CH:13]=[CH:12][C:11]([CH3:14])=[C:10]([C:15]([F:18])([F:17])[F:16])[CH:9]=2)=[N:5][N:4]=[N:3]1.N1C=CC=CC=1.Cl[C:36]([O:38][CH2:39][CH2:40][CH2:41][CH3:42])=[O:37]. Product: [CH2:39]([O:38][C:36](=[O:37])[NH:28][C:26]1[CH:25]=[CH:24][N:23]=[C:22]([CH2:21][O:20][N:19]=[C:7]([C:6]2[N:2]([CH3:1])[N:3]=[N:4][N:5]=2)[C:8]2[CH:13]=[CH:12][C:11]([CH3:14])=[C:10]([C:15]([F:17])([F:18])[F:16])[CH:9]=2)[N:27]=1)[CH2:40][CH2:41][CH3:42]. The catalyst class is: 4. (2) Reactant: [Br:1][C:2]1[C:3]([CH3:19])=[N:4][C:5]([O:9][CH2:10][CH:11]2[CH2:16][O:15]C(C)(C)[O:13][CH2:12]2)=[N:6][C:7]=1[CH3:8].Cl.[OH-].[Na+]. Product: [Br:1][C:2]1[C:7]([CH3:8])=[N:6][C:5]([O:9][CH2:10][CH:11]([CH2:16][OH:15])[CH2:12][OH:13])=[N:4][C:3]=1[CH3:19]. The catalyst class is: 1. (3) Reactant: [Li+].[OH-].C[O:4][C:5](=[O:32])[CH2:6][CH2:7][CH2:8]/[CH:9]=[CH:10]\[CH2:11][C@H:12]1[C:16](=[O:17])[CH2:15][CH2:14][C@@H:13]1[C:18]1[CH:23]=[CH:22][C:21]([CH:24]([CH:26]2[CH2:31][CH2:30][CH2:29][CH2:28][CH2:27]2)[OH:25])=[CH:20][CH:19]=1.Cl. Product: [CH:26]1([CH:24]([OH:25])[C:21]2[CH:20]=[CH:19][C:18]([C@H:13]3[CH2:14][CH2:15][C:16](=[O:17])[C@@H:12]3[CH2:11]/[CH:10]=[CH:9]\[CH2:8][CH2:7][CH2:6][C:5]([OH:32])=[O:4])=[CH:23][CH:22]=2)[CH2:31][CH2:30][CH2:29][CH2:28][CH2:27]1. The catalyst class is: 1. (4) Reactant: [CH3:1][C:2]1O[C:4]([CH3:9])=[CH:5][C:6](=[O:8])[CH:7]=1.[NH3:10]. Product: [CH3:1][C:2]1[NH:10][C:4]([CH3:9])=[CH:5][C:6](=[O:8])[CH:7]=1. The catalyst class is: 8.